This data is from Full USPTO retrosynthesis dataset with 1.9M reactions from patents (1976-2016). The task is: Predict the reactants needed to synthesize the given product. (1) Given the product [CH2:1]([O:3][C:4](=[O:17])[CH2:5][NH:6][C:7]1[CH:8]=[CH:9][CH:10]=[C:11]2[C:16]=1[CH2:15][NH:14][CH2:13][CH2:12]2)[CH3:2], predict the reactants needed to synthesize it. The reactants are: [CH2:1]([O:3][C:4](=[O:17])[CH2:5][NH:6][C:7]1[CH:8]=[CH:9][CH:10]=[C:11]2[C:16]=1[CH:15]=[N:14][CH:13]=[CH:12]2)[CH3:2]. (2) Given the product [CH2:6]([O:8][C:9]([C:11]1[C:15]([CH3:16])=[C:14]([CH:22]=[O:23])[NH:13][CH:12]=1)=[O:10])[CH3:7], predict the reactants needed to synthesize it. The reactants are: O=P(Cl)(Cl)Cl.[CH2:6]([O:8][C:9]([C:11]1[C:15]([CH3:16])=[CH:14][NH:13][CH:12]=1)=[O:10])[CH3:7].[OH-].[Na+].CN([CH:22]=[O:23])C. (3) Given the product [N:1]1([CH2:7][CH2:8][N:9]2[CH2:14][CH2:13][S:12][C:11]3[CH:15]=[C:16]([NH:19][C:26]([C:22]4[S:21][CH:25]=[CH:24][CH:23]=4)=[NH:27])[CH:17]=[CH:18][C:10]2=3)[CH2:6][CH2:5][CH2:4][CH2:3][CH2:2]1, predict the reactants needed to synthesize it. The reactants are: [N:1]1([CH2:7][CH2:8][N:9]2[CH2:14][CH2:13][S:12][C:11]3[CH:15]=[C:16]([NH2:19])[CH:17]=[CH:18][C:10]2=3)[CH2:6][CH2:5][CH2:4][CH2:3][CH2:2]1.I.[S:21]1[CH:25]=[CH:24][CH:23]=[C:22]1[C:26](SC)=[NH:27]. (4) The reactants are: Cl.[NH2:2][CH2:3][CH2:4][CH2:5][O:6][C:7]1[C:8]([O:39][CH3:40])=[C:9]([C@@H:13]2[C:19]3[CH:20]=[C:21]([Cl:24])[CH:22]=[CH:23][C:18]=3[N:17]([CH3:25])[C:16](=[O:26])[C@@H:15]([CH2:27][C:28]([NH:30][CH2:31][C:32]3[CH:37]=[CH:36][CH:35]=[CH:34][C:33]=3[F:38])=[O:29])[O:14]2)[CH:10]=[CH:11][CH:12]=1.[C:41]1([CH2:47][CH2:48][CH:49]=O)[CH:46]=[CH:45][CH:44]=[CH:43][CH:42]=1. Given the product [ClH:24].[Cl:24][C:21]1[CH:22]=[CH:23][C:18]2[N:17]([CH3:25])[C:16](=[O:26])[C@@H:15]([CH2:27][C:28]([NH:30][CH2:31][C:32]3[CH:37]=[CH:36][CH:35]=[CH:34][C:33]=3[F:38])=[O:29])[O:14][C@H:13]([C:9]3[CH:10]=[CH:11][CH:12]=[C:7]([O:6][CH2:5][CH2:4][CH2:3][NH:2][CH2:49][CH2:48][CH2:47][C:41]4[CH:46]=[CH:45][CH:44]=[CH:43][CH:42]=4)[C:8]=3[O:39][CH3:40])[C:19]=2[CH:20]=1, predict the reactants needed to synthesize it. (5) Given the product [CH3:1][O:2][C:3](=[O:17])[CH:4]([O:15][CH3:16])[CH2:5][C:6]1[CH:11]=[CH:10][C:9]([O:12][CH2:26][CH2:25][CH2:24][OH:23])=[C:8]([O:13][CH3:14])[CH:7]=1, predict the reactants needed to synthesize it. The reactants are: [CH3:1][O:2][C:3](=[O:17])[CH:4]([O:15][CH3:16])[CH2:5][C:6]1[CH:11]=[CH:10][C:9]([OH:12])=[C:8]([O:13][CH3:14])[CH:7]=1.C([Si](C)(C)[O:23][CH2:24][CH2:25][CH2:26]O)(C)(C)C.CC(OC(/N=N/C(OC(C)C)=O)=O)C. (6) Given the product [C:16]([NH:15][CH2:14][CH2:13][CH:9]1[C:10]2[C:6](=[CH:5][CH:4]=[C:3]([NH:2][C:19](=[O:26])[C:20]3[CH:25]=[CH:24][CH:23]=[CH:22][CH:21]=3)[C:11]=2[OH:12])[CH2:7][CH2:8]1)(=[O:18])[CH3:17], predict the reactants needed to synthesize it. The reactants are: Cl.[NH2:2][C:3]1[C:11]([OH:12])=[C:10]2[C:6]([CH2:7][CH2:8][CH:9]2[CH2:13][CH2:14][NH:15][C:16](=[O:18])[CH3:17])=[CH:5][CH:4]=1.[C:19](Cl)(=[O:26])[C:20]1[CH:25]=[CH:24][CH:23]=[CH:22][CH:21]=1.O. (7) Given the product [Br:1][C:2]1[CH:3]=[CH:4][C:5]([O:10][CH2:11][CH:12]2[CH2:13][CH2:14][N:15]([CH2:18][C:19]([F:22])([CH3:20])[CH3:21])[CH2:16][CH2:17]2)=[C:6]([CH2:7][OH:8])[CH:9]=1, predict the reactants needed to synthesize it. The reactants are: [Br:1][C:2]1[CH:3]=[CH:4][C:5]([O:10][CH2:11][CH:12]2[CH2:17][CH2:16][N:15]([CH2:18][C:19]([F:22])([CH3:21])[CH3:20])[CH2:14][CH2:13]2)=[C:6]([CH:9]=1)[CH:7]=[O:8].[BH4-].[Na+].O.